From a dataset of Full USPTO retrosynthesis dataset with 1.9M reactions from patents (1976-2016). Predict the reactants needed to synthesize the given product. (1) Given the product [NH2:37][C:27]1[CH:28]=[CH:29][C:30]([C:32]2[S:33][CH:34]=[CH:35][CH:36]=2)=[CH:31][C:26]=1[NH:25][C:15](=[O:17])[CH2:14][CH2:13][CH2:12][CH2:11][CH2:10][CH2:9][C:8]([NH:7][C:3]1[CH:2]=[C:1]([C:19]2[CH:24]=[CH:23][CH:22]=[CH:21][CH:20]=2)[CH:6]=[CH:5][CH:4]=1)=[O:18], predict the reactants needed to synthesize it. The reactants are: [C:1]1([C:19]2[CH:24]=[CH:23][CH:22]=[CH:21][CH:20]=2)[CH:6]=[CH:5][CH:4]=[C:3]([NH:7][C:8](=[O:18])[CH2:9][CH2:10][CH2:11][CH2:12][CH2:13][CH2:14][C:15]([OH:17])=O)[CH:2]=1.[NH2:25][C:26]1[CH:31]=[C:30]([C:32]2[S:33][CH:34]=[CH:35][CH:36]=2)[CH:29]=[CH:28][C:27]=1[NH:37]C(=O)OC(C)(C)C.C(N(CC)CC)C. (2) Given the product [NH2:30][C:29]1[CH:28]=[CH:27][C:19]([C:20]([O:22][C:23]([CH3:24])([CH3:25])[CH3:26])=[O:21])=[CH:18][C:17]=1[CH2:16][N:8]([C:6]([O:5][C:1]([CH3:4])([CH3:3])[CH3:2])=[O:7])[C:9]([O:11][C:12]([CH3:14])([CH3:13])[CH3:15])=[O:10], predict the reactants needed to synthesize it. The reactants are: [C:1]([O:5][C:6]([N:8]([CH2:16][C:17]1[CH:18]=[C:19]([CH:27]=[CH:28][C:29]=1[N+:30]([O-])=O)[C:20]([O:22][C:23]([CH3:26])([CH3:25])[CH3:24])=[O:21])[C:9]([O:11][C:12]([CH3:15])([CH3:14])[CH3:13])=[O:10])=[O:7])([CH3:4])([CH3:3])[CH3:2]. (3) The reactants are: [Br:1][C:2]1[CH:7]=[CH:6][C:5]([N+:8]([O-:10])=[O:9])=[C:4](F)[CH:3]=1.C(N(C(C)C)CC)(C)C.[NH2:21][C:22]1[CH:27]=[CH:26][CH:25]=[CH:24][CH:23]=1.O. Given the product [C:22]1([NH:21][C:4]2[CH:3]=[C:2]([Br:1])[CH:7]=[CH:6][C:5]=2[N+:8]([O-:10])=[O:9])[CH:27]=[CH:26][CH:25]=[CH:24][CH:23]=1, predict the reactants needed to synthesize it. (4) Given the product [CH:24]1([C:29]([O:23][C@@:9]2([C:14]#[C:15][C:16]3[CH:17]=[C:18]([CH3:22])[CH:19]=[CH:20][CH:21]=3)[CH2:10][CH2:11][CH2:12][C@@H:13]3[C@H:8]2[CH2:7][CH2:6][N:5]3[C:3]([O:2][CH3:1])=[O:4])=[O:30])[CH2:28][CH2:27][CH2:26][CH2:25]1, predict the reactants needed to synthesize it. The reactants are: [CH3:1][O:2][C:3]([N:5]1[C@@H:13]2[C@@H:8]([C@@:9]([OH:23])([C:14]#[C:15][C:16]3[CH:17]=[C:18]([CH3:22])[CH:19]=[CH:20][CH:21]=3)[CH2:10][CH2:11][CH2:12]2)[CH2:7][CH2:6]1)=[O:4].[CH:24]1([C:29](O)=[O:30])[CH2:28][CH2:27][CH2:26][CH2:25]1. (5) Given the product [CH:1]1([C:4]2[NH:8][C:7]3[CH:9]=[C:10]([C:14]4[C:15]([CH3:20])=[N:16][O:17][C:18]=4[CH3:19])[CH:11]=[C:12]([N:23]4[C:22]([CH3:21])=[C:26]([CH3:27])[N:25]=[CH:24]4)[C:6]=3[N:5]=2)[CH2:3][CH2:2]1, predict the reactants needed to synthesize it. The reactants are: [CH:1]1([C:4]2[NH:8][C:7]3[CH:9]=[C:10]([C:14]4[C:15]([CH3:20])=[N:16][O:17][C:18]=4[CH3:19])[CH:11]=[C:12](I)[C:6]=3[N:5]=2)[CH2:3][CH2:2]1.[CH3:21][C:22]1[N:23]=[CH:24][NH:25][C:26]=1[CH3:27].COC1C2C(=C3C(=CC=2)C(OC)=CC=N3)N=CC=1.C(=O)([O-])[O-].[Cs+].[Cs+]. (6) Given the product [CH:17]([Si:13]([C:11]#[C:12][C:2]1[CH:7]=[CH:6][N:5]2[CH:8]=[CH:9][N:10]=[C:4]2[CH:3]=1)([CH:14]([CH3:16])[CH3:15])[CH:20]([CH3:21])[CH3:22])([CH3:19])[CH3:18], predict the reactants needed to synthesize it. The reactants are: I[C:2]1[CH:7]=[CH:6][N:5]2[CH:8]=[CH:9][N:10]=[C:4]2[CH:3]=1.[C:11]([Si:13]([CH:20]([CH3:22])[CH3:21])([CH:17]([CH3:19])[CH3:18])[CH:14]([CH3:16])[CH3:15])#[CH:12].C(N(CC)CC)C. (7) Given the product [C:1]([O:33][CH2:25]/[CH:26]=[CH:32]/[CH2:30][OH:31])([C:14]1[CH:19]=[CH:18][CH:17]=[CH:16][CH:15]=1)([C:8]1[CH:13]=[CH:12][CH:11]=[CH:10][CH:9]=1)[C:2]1[CH:7]=[CH:6][CH:5]=[CH:4][CH:3]=1, predict the reactants needed to synthesize it. The reactants are: [C:1](Cl)([C:14]1[CH:19]=[CH:18][CH:17]=[CH:16][CH:15]=1)([C:8]1[CH:13]=[CH:12][CH:11]=[CH:10][CH:9]=1)[C:2]1[CH:7]=[CH:6][CH:5]=[CH:4][CH:3]=1.CCCC[CH2:25][CH3:26].CCO[C:30]([CH3:32])=[O:31].[OH2:33]. (8) Given the product [NH2:1][C:2]1[C:9]([O:10][CH2:28][CH2:29][CH2:30][S:31]([CH3:34])(=[O:33])=[O:32])=[CH:8][C:7]([S:11]([CH:14]([CH3:16])[CH3:15])(=[O:13])=[O:12])=[CH:6][C:3]=1[C:4]#[N:5], predict the reactants needed to synthesize it. The reactants are: [NH2:1][C:2]1[C:9]([OH:10])=[CH:8][C:7]([S:11]([CH:14]([CH3:16])[CH3:15])(=[O:13])=[O:12])=[CH:6][C:3]=1[C:4]#[N:5].CC1C=CC(S(O[CH2:28][CH2:29][CH2:30][S:31]([CH3:34])(=[O:33])=[O:32])(=O)=O)=CC=1.C(=O)([O-])[O-].[K+].[K+].CN(C)C=O. (9) Given the product [O:1]=[CH:2][CH2:3][CH2:4][NH:5][C:6](=[O:12])[O:7][C:8]([CH3:10])([CH3:9])[CH3:11], predict the reactants needed to synthesize it. The reactants are: [OH:1][CH2:2][CH2:3][CH2:4][NH:5][C:6](=[O:12])[O:7][C:8]([CH3:11])([CH3:10])[CH3:9].CC(OI1(OC(C)=O)(OC(C)=O)OC(=O)C2C=CC=CC1=2)=O.N1C=CC=CC=1. (10) Given the product [CH3:16][C:8]1[CH:9]=[C:10]([NH2:13])[CH:11]=[CH:12][C:7]=1[N:5]1[CH:6]=[C:2]([CH3:1])[N:3]=[CH:4]1, predict the reactants needed to synthesize it. The reactants are: [CH3:1][C:2]1[N:3]=[CH:4][N:5]([C:7]2[CH:12]=[CH:11][C:10]([N+:13]([O-])=O)=[CH:9][C:8]=2[CH3:16])[CH:6]=1.